Dataset: Reaction yield outcomes from USPTO patents with 853,638 reactions. Task: Predict the reaction yield, written as a fraction of the theoretical maximum amount of product (1.0 means a 100% yield; for example, 0.34 means a 34% yield). (1) The reactants are [C:1]([C:3]1[CH:8]=[CH:7][N:6]=[C:5]([C:9]2[N:13]([C:14]3[CH:15]=[N:16][C:17]([O:20][CH3:21])=[CH:18][CH:19]=3)[N:12]=[C:11]([C:22]([N:24]3[CH2:29][CH2:28][CH2:27][CH2:26][CH2:25]3)=[O:23])[CH:10]=2)[CH:4]=1)#N.[OH-:30].[Na+].C[OH:33]. The catalyst is O1CCCC1. The product is [CH3:21][O:20][C:17]1[N:16]=[CH:15][C:14]([N:13]2[C:9]([C:5]3[CH:4]=[C:3]([CH:8]=[CH:7][N:6]=3)[C:1]([OH:33])=[O:30])=[CH:10][C:11]([C:22]([N:24]3[CH2:25][CH2:26][CH2:27][CH2:28][CH2:29]3)=[O:23])=[N:12]2)=[CH:19][CH:18]=1. The yield is 0.520. (2) The reactants are [C:1]([O:5][C:6]([C:8]1[CH:41]=[CH:40][CH:39]=[CH:38][C:9]=1[CH2:10][N:11]1[C:15](=[O:16])[C:14]2([CH2:21][CH2:20][N:19](C(OCC3C=CC=CC=3)=O)[CH2:18][CH2:17]2)[N:13]([C:32]2[CH:37]=[CH:36][CH:35]=[CH:34][CH:33]=2)[CH2:12]1)=[O:7])([CH3:4])([CH3:3])[CH3:2]. The catalyst is CO.[Pd]. The product is [O:16]=[C:15]1[C:14]2([CH2:17][CH2:18][NH:19][CH2:20][CH2:21]2)[N:13]([C:32]2[CH:33]=[CH:34][CH:35]=[CH:36][CH:37]=2)[CH2:12][N:11]1[CH2:10][C:9]1[CH:38]=[CH:39][CH:40]=[CH:41][C:8]=1[C:6]([O:5][C:1]([CH3:4])([CH3:2])[CH3:3])=[O:7]. The yield is 0.900. (3) The reactants are [Br:1][C:2]1[CH:10]=[CH:9][CH:8]=[C:7]2[C:3]=1[CH2:4][C:5](=O)[NH:6]2.Cl.[OH-].[Na+].O. The catalyst is C1COCC1.CO. The product is [Br:1][C:2]1[CH:10]=[CH:9][CH:8]=[C:7]2[C:3]=1[CH2:4][CH2:5][NH:6]2. The yield is 0.450. (4) The reactants are [CH2:1]1[C@@H:5]([C:6]([OH:8])=[O:7])[NH:4][CH2:3][C@@H:2]1[OH:9].[CH:10](N)=O.[H][H]. The catalyst is [Pd].O.C(O)C. The product is [OH:9][C@H:2]1[CH2:3][N:4]([CH3:10])[C@H:5]([C:6]([OH:8])=[O:7])[CH2:1]1. The yield is 0.920. (5) The reactants are [NH2:1][C:2]1[C:6]([C:7]([O:9][CH2:10][CH3:11])=[O:8])=[CH:5][N:4]([CH2:12][C:13]2[CH:18]=[CH:17][CH:16]=[CH:15][CH:14]=2)[C:3]=1[C:19]([O:21]CC)=O.C(O)(=O)C.[CH:28](N)=[NH:29].C([O-])(O)=O.[Na+]. The catalyst is CN(C)C=O. The product is [CH2:12]([N:4]1[C:3]2[C:19](=[O:21])[NH:29][CH:28]=[N:1][C:2]=2[C:6]([C:7]([O:9][CH2:10][CH3:11])=[O:8])=[CH:5]1)[C:13]1[CH:14]=[CH:15][CH:16]=[CH:17][CH:18]=1. The yield is 0.790. (6) The reactants are CN(C)C=O.Cl[CH2:7][CH2:8][O:9][C:10]1[CH:19]=[C:18]2[C:13]([C:14]([O:20][C:21]3[C:22]([CH3:31])=[N:23][C:24]4[C:29]([CH:30]=3)=[CH:28][CH:27]=[CH:26][CH:25]=4)=[CH:15][CH:16]=[N:17]2)=[CH:12][C:11]=1[O:32][CH3:33].C(=O)([O-])[O-].[K+].[K+].[NH:40]1[CH2:45][CH2:44][CH:43]([C:46]([NH2:48])=[O:47])[CH2:42][CH2:41]1. The catalyst is O. The product is [CH3:33][O:32][C:11]1[CH:12]=[C:13]2[C:18](=[CH:19][C:10]=1[O:9][CH2:8][CH2:7][N:40]1[CH2:45][CH2:44][CH:43]([C:46]([NH2:48])=[O:47])[CH2:42][CH2:41]1)[N:17]=[CH:16][CH:15]=[C:14]2[O:20][C:21]1[C:22]([CH3:31])=[N:23][C:24]2[C:29]([CH:30]=1)=[CH:28][CH:27]=[CH:26][CH:25]=2. The yield is 0.320. (7) The reactants are [N+:1]([C:4]1[CH:9]=[CH:8][CH:7]=[CH:6][C:5]=1[CH2:10][C:11]([O:13][CH3:14])=[O:12])([O-])=O. The catalyst is CO.[Pd]. The product is [NH2:1][C:4]1[CH:9]=[CH:8][CH:7]=[CH:6][C:5]=1[CH2:10][C:11]([O:13][CH3:14])=[O:12]. The yield is 1.00.